Dataset: Catalyst prediction with 721,799 reactions and 888 catalyst types from USPTO. Task: Predict which catalyst facilitates the given reaction. (1) Reactant: Br[C:2]1[C:17]([F:18])=[CH:16][C:5]([O:6][CH2:7][C:8]2[CH:9]=[CH:10][C:11]([O:14][CH3:15])=[N:12][CH:13]=2)=[C:4]([O:19][CH3:20])[CH:3]=1.[Cu][C:22]#[N:23]. Product: [F:18][C:17]1[CH:16]=[C:5]([O:6][CH2:7][C:8]2[CH:13]=[N:12][C:11]([O:14][CH3:15])=[CH:10][CH:9]=2)[C:4]([O:19][CH3:20])=[CH:3][C:2]=1[C:22]#[N:23]. The catalyst class is: 204. (2) Reactant: [CH3:1][C:2]1[CH:7]=[C:6]([CH3:8])[CH:5]=[C:4]([CH3:9])[C:3]=1[S:10]([NH:13][CH:14]([CH2:19]O)[C:15]([F:18])([F:17])[F:16])(=[O:12])=[O:11].[H-].[Na+].C1(C)C=CC(S(Cl)(=O)=O)=CC=1. Product: [F:16][C:15]([F:18])([F:17])[CH:14]1[CH2:19][N:13]1[S:10]([C:3]1[C:2]([CH3:1])=[CH:7][C:6]([CH3:8])=[CH:5][C:4]=1[CH3:9])(=[O:12])=[O:11]. The catalyst class is: 20. (3) Reactant: [F:1][C:2]1[CH:3]=[C:4]([S:8]([C:11]2[CH:20]=[C:19]3[C:14]([CH2:15][CH2:16][C@H:17]([CH2:21][NH2:22])[O:18]3)=[CH:13][CH:12]=2)(=[O:10])=[O:9])[CH:5]=[CH:6][CH:7]=1.[CH3:23][N:24]=[C:25]=[O:26]. Product: [F:1][C:2]1[CH:3]=[C:4]([S:8]([C:11]2[CH:20]=[C:19]3[C:14]([CH2:15][CH2:16][C@H:17]([CH2:21][NH:22][C:25]([NH:24][CH3:23])=[O:26])[O:18]3)=[CH:13][CH:12]=2)(=[O:10])=[O:9])[CH:5]=[CH:6][CH:7]=1. The catalyst class is: 2. (4) The catalyst class is: 18. Product: [Cl:22][C:20]1[CH:19]=[CH:18][C:17]([O:23][C:24]([CH3:25])([CH3:26])[C:27]([NH:57][S:54]([CH2:52][CH3:53])(=[O:56])=[O:55])=[O:29])=[C:16]([CH:15]2[CH2:14][C:13](=[O:30])[NH:12][CH:11]([C:31]3[CH:36]=[C:35]([F:37])[CH:34]=[CH:33][C:32]=3[CH3:38])[C:10]32[C:5]2[C:6](=[CH:7][C:2]([Cl:1])=[CH:3][CH:4]=2)[NH:8][C:9]3=[O:39])[CH:21]=1. Reactant: [Cl:1][C:2]1[CH:7]=[C:6]2[NH:8][C:9](=[O:39])[C:10]3([CH:15]([C:16]4[CH:21]=[C:20]([Cl:22])[CH:19]=[CH:18][C:17]=4[O:23][C:24]([C:27]([OH:29])=O)([CH3:26])[CH3:25])[CH2:14][C:13](=[O:30])[NH:12][CH:11]3[C:31]3[CH:36]=[C:35]([F:37])[CH:34]=[CH:33][C:32]=3[CH3:38])[C:5]2=[CH:4][CH:3]=1.C1N=CN(C(N2C=NC=C2)=O)C=1.[CH2:52]([S:54]([NH2:57])(=[O:56])=[O:55])[CH3:53].[H-].[Na+].Cl.